Task: Regression. Given two drug SMILES strings and cell line genomic features, predict the synergy score measuring deviation from expected non-interaction effect.. Dataset: NCI-60 drug combinations with 297,098 pairs across 59 cell lines (1) Drug 2: C1=C(C(=O)NC(=O)N1)F. Cell line: OVCAR3. Synergy scores: CSS=65.6, Synergy_ZIP=3.35, Synergy_Bliss=2.29, Synergy_Loewe=-1.05, Synergy_HSA=1.76. Drug 1: CCCS(=O)(=O)NC1=C(C(=C(C=C1)F)C(=O)C2=CNC3=C2C=C(C=N3)C4=CC=C(C=C4)Cl)F. (2) Drug 1: C1=CC(=C2C(=C1NCCNCCO)C(=O)C3=C(C=CC(=C3C2=O)O)O)NCCNCCO. Drug 2: CN(C(=O)NC(C=O)C(C(C(CO)O)O)O)N=O. Cell line: A549. Synergy scores: CSS=38.5, Synergy_ZIP=-1.69, Synergy_Bliss=-4.28, Synergy_Loewe=-37.7, Synergy_HSA=-3.24.